The task is: Regression. Given a peptide amino acid sequence and an MHC pseudo amino acid sequence, predict their binding affinity value. This is MHC class I binding data.. This data is from Peptide-MHC class I binding affinity with 185,985 pairs from IEDB/IMGT. (1) The peptide sequence is FKRKGGIGGY. The MHC is HLA-B44:03 with pseudo-sequence HLA-B44:03. The binding affinity (normalized) is 0.116. (2) The peptide sequence is DTRAIDQFF. The MHC is SLA-20401 with pseudo-sequence SLA-20401. The binding affinity (normalized) is 0.242. (3) The peptide sequence is EFLHYCNSY. The MHC is HLA-A33:01 with pseudo-sequence HLA-A33:01. The binding affinity (normalized) is 0.196. (4) The peptide sequence is YVLSFQVTF. The MHC is HLA-B39:01 with pseudo-sequence HLA-B39:01. The binding affinity (normalized) is 0.0847. (5) The peptide sequence is VTLNAGNIDI. The MHC is HLA-A02:01 with pseudo-sequence HLA-A02:01. The binding affinity (normalized) is 0.125. (6) The peptide sequence is VLSLSAYNI. The MHC is HLA-A02:01 with pseudo-sequence HLA-A02:01. The binding affinity (normalized) is 0.466. (7) The peptide sequence is KSLFNTVATLY. The MHC is HLA-B39:01 with pseudo-sequence HLA-B39:01. The binding affinity (normalized) is 0.0847. (8) The peptide sequence is LVATVSIHEV. The MHC is HLA-A68:02 with pseudo-sequence HLA-A68:02. The binding affinity (normalized) is 0.891. (9) The peptide sequence is QLFNHTMFIL. The MHC is HLA-A02:03 with pseudo-sequence HLA-A02:03. The binding affinity (normalized) is 0.806. (10) The peptide sequence is EWSVATFYLF. The MHC is HLA-A26:01 with pseudo-sequence HLA-A26:01. The binding affinity (normalized) is 0.445.